This data is from Drug-target binding data from BindingDB using IC50 measurements. The task is: Regression. Given a target protein amino acid sequence and a drug SMILES string, predict the binding affinity score between them. We predict pIC50 (pIC50 = -log10(IC50 in M); higher means more potent). Dataset: bindingdb_ic50. (1) The small molecule is Cc1nc(C)c(-c2cc3nc(N4CCCC4)cc(N(C)C4CCOCC4)n3n2)nc1C. The target protein sequence is SKYQDTNMQGVVYELNSYIEQRLDTGGDNQLLLYELSSIIKIATKADGFALYFLGECNNSLCVFIPPGIKEGKPKLIPAGPIAQGTTTSAYVAKSRKTLLVEDILGDERFPRGTGLESGTRIQSVLCLPIVTAIGDLIGILELYRHWGKEAFRLSHQEVATANLAWASVAIHQVQVCRGLAKQTELNDFLLDVSKTYFDNIVAIDSLLEHIMIYAKNLVNADRCALFQVDHKNKELYSDLFDIGEEKEGKPVFKKTKEIRFSIEKGIAGQVARTGEVLNIPDAYADPRFNREVDLYTGYTTRNILCMPIVSRGSVIGVVQMVNKLSGSAFSKTDENNFKMFAVFCALALHCANMYHRIRHSECIYRVTMEKLSYHSICTAEEWQGLMHFNLPGRLCKEIELFHFDVGPFENMWPGIFVYMIHRSCGTACFELEKLCRFIMSVKKNYRRVPYHNWKHAVTVAHCMYAILQNSRGLFTDLERKGLLIACLCHDLDHRGFSNS.... The pIC50 is 9.2. (2) The small molecule is CC1(c2cccc(F)c2)NC(=O)c2c(Cl)cc(Nc3cc(NC(=O)C4CC4)ncn3)c(=O)n21. The target protein (Q9BUB5) has sequence MVSSQKLEKPIEMGSSEPLPIADGDRRRKKKRRGRATDSLPGKFEDMYKLTSELLGEGAYAKVQGAVSLQNGKEYAVKIIEKQAGHSRSRVFREVETLYQCQGNKNILELIEFFEDDTRFYLVFEKLQGGSILAHIQKQKHFNEREASRVVRDVAAALDFLHTKDKVSLCHLGWSAMAPSGLTAAPTSLGSSDPPTSASQVAGTTGIAHRDLKPENILCESPEKVSPVKICDFDLGSGMKLNNSCTPITTPELTTPCGSAEYMAPEVVEVFTDQATFYDKRCDLWSLGVVLYIMLSGYPPFVGHCGADCGWDRGEVCRVCQNKLFESIQEGKYEFPDKDWAHISSEAKDLISKLLVRDAKQRLSAAQVLQHPWVQGQAPEKGLPTPQVLQRNSSTMDLTLFAAEAIALNRQLSQHEENELAEEPEALADGLCSMKLSPPCKSRLARRRALAQAGRGEDRSPPTAL. The pIC50 is 8.0. (3) The drug is CCOP(=O)(O)C1=C[C@@H]([C@@H](NC(C)=O)C(CC)CC)[C@H](NC(=N)N)C1. The target protein sequence is MNPNQKIITIGSICMVVGIISLILQIGNIISIWISHSIQTGNQNHTGICNQGSITYKVVAGQDSTSVILTGNSSLCPIRGWAIHSKDNGIRIGSKGDVFVIREPFISCSHLECRTFFLTQGALLNDKHSRGTFKDRSPYRALMSCPVGEAPSPYNSRFESVAWSASACHDGMGWLTIGISGPDDGAVAVLKYNGIITETIKSWRKNILRTQESECTCVNGSCFTIMTDGPSDGLASYKIFKIEKGKVTKSIELNAPNSHYEECSCYPDTGKVMCVCRDNWHGSNRPWVSFDQNLDYKIGYICSGVFGDNPRPKDGTGSCGPVSADGANGVKGFSYKYGNGVWIGRTKSDSSRHGFEMIWDPNGWTETDSRFSMRQDVVAMTDRSGYSGSFVQHPELTGLDCMRPCFWVELIRGLPEENAIWTSGSIISFCGVNSDTVDWSWPDGAELPFTIDK. The pIC50 is 9.2. (4) The drug is COc1ccccc1N1CCN(CCCCc2ccc3c(c2)OCC(=O)N3C)CC1. The target protein (Q75Z89) has sequence MDILCEENTSLSSTTNSLMQLHADTRLYSTDFNSGEGNTSNAFNWTVDSENRTNLSCEGCLSPPCFSLLHLQEKNWSALLTAVVIILTIAGNILVIMAVSLEKKLQNATNYFLMSLAIADMLLGFLVMPVSTLTILYGYRWPLPSKLCAVWIYLDVLFSTASIMHLCAISLDRYVAIQNPIHHSRFNSRTKAFLKIIAVWTISVGISMPIPVFGLQDDSKVFKEGSCLLADENFVLIGSFVAFFIPLTIMVITYFLTIKSLQKEATLCVSDPGTRTKLASFSFLPQSSLSSEKLFQRSIHREPGSYGRRTMQSISNEQKACKVLGIVFFLFVVMWCPFFITNIMAVICKESCNRDVIEALLNVFVWIGYLSSAVNPLVYTLFNKTYRSAFSRYIQCQYKENKKPLQLILVNTIPALAYKSSQLQMGPKKNSKKDDKTTDNDCTMVALGKEHPEDAPADSSNTVNEKVSCV. The pIC50 is 6.1. (5) The compound is CN1C(=O)[C@@]2(N=C1N)c1cc(C#N)ccc1CC21CCc2ccccc2CC1. The target protein sequence is MAQALPWLLLWMGAGVLPAHGTQHGIRLPLRSGLGGAPLGLRLPRETDEEPEEPGRRGSFVEMVDNLRGKSGQGYYVEMTVGSPPQTLNILVDTGSSNFAVGAAPHPFLHRYYQRQLSSTYRDLRKGVYVPYTQGKWEGELGTDLPDDSLEPFFDSLVKQTHVPNLFSLQLCGAGFPLNQSEVLASVGGSMIIGGIDHSLYTGSLWYTPIRREWYYEVIIVRVEINGQDLKMDCKEYNYDKSIVDSGTTNLRLPKKVFEAAVKSIKAASSTEKFPDGFWLGEQLVCWQAGTTPWNIFPVISLYLMGEVTNQSFRITILPQQYLRPVEDVATSQDDCYKFAISQSSTGTVMGAVIMEGFYVVFDRARKRIGFAVSACHVHDEFRTAAVEGPFVTLDMEDCGYNIPQTDESTLMTIAYVMAAICALFMLPLCLMVCQWCCLRCLRQQHDDFADDISLLK. The pIC50 is 5.8. (6) The compound is O=c1[nH]c2ccccc2n2c(-c3ccccc3)nnc12. The target protein sequence is MFAVHLMAFYFSKLKEDQIKKVDRFLYHMRLSDDTLLDIMRRFRAEMEKGLAKDTNPTAAVKMLPTFVRAIPDGSENGEFLSLDLGGSKFRVLKVQVAEEGKRHVQMESQFYPTPNEIIRGNGTELFEYVADCLADFMKTKDLKHKKLPLGLTFSFPCRQTKLEEGVLLSWTKKFKARGVQDTDVVSRLTKAMRRHKDMDVDILALVNDTVGTMMTCAYDDPYCEVGVIIGTGTNACYMEDMSNIDLVEGDEGRMCINTEWGAFGDDGALEDIRTEFDRELDLGSLNPGKQLFEKMISGLYLGELVRLILLKMAKAGLLFGGEKSSALHTKGKIETRHVAAMEKYKEGLANTREILVDLGLEPSEADCIAVQHVCTIVSFRSANLCAAALAAILTRLRENKKVERLRTTVGMDGTLYKIHPQYPKRLHKVVRKLVPSCDVRFLLSESGSTKGAAMVTAVASRVQAQRKQIDRVLALFQLTREQLVDVQAKMRAELEYGLK.... The pIC50 is 5.1.